From a dataset of Forward reaction prediction with 1.9M reactions from USPTO patents (1976-2016). Predict the product of the given reaction. Given the reactants [C:1]([O:5][C:6]([N:8]1[C:16]2[C:11](=[CH:12][C:13](Br)=[CH:14][CH:15]=2)[CH2:10][CH2:9]1)=[O:7])([CH3:4])([CH3:3])[CH3:2].[CH2:18]([OH:23])[CH2:19][CH2:20][C:21]#[CH:22].Cl, predict the reaction product. The product is: [C:1]([O:5][C:6]([N:8]1[C:16]2[C:11](=[CH:12][C:13]([C:22]#[C:21][CH2:20][CH2:19][CH2:18][OH:23])=[CH:14][CH:15]=2)[CH2:10][CH2:9]1)=[O:7])([CH3:4])([CH3:3])[CH3:2].